Dataset: Catalyst prediction with 721,799 reactions and 888 catalyst types from USPTO. Task: Predict which catalyst facilitates the given reaction. (1) Reactant: [CH3:1][NH:2][C:3]1[CH:7]=[C:6]([C:8]2[CH:13]=[CH:12][N:11]=[CH:10][CH:9]=2)[S:5][C:4]=1[C:14]([NH2:16])=[O:15].O.[C:18]1(C)[CH:23]=CC(S(O)(=O)=O)=C[CH:19]=1.CC(C)=O. Product: [CH3:1][N:2]1[C:3]2[CH:7]=[C:6]([C:8]3[CH:9]=[CH:10][N:11]=[CH:12][CH:13]=3)[S:5][C:4]=2[C:14](=[O:15])[NH:16][C:18]1([CH3:23])[CH3:19]. The catalyst class is: 11. (2) The catalyst class is: 1. Product: [CH2:34]([O:33][C:9]1[CH:10]=[C:11]([CH2:13][N:14]2[CH2:15][C:16]3([CH2:21][C:20]([C:22]45[CH2:28][C:25]([C:29]([OH:31])=[O:30])([CH2:26][CH2:27]4)[CH2:24][CH2:23]5)=[N:19][O:18]3)[CH2:17]2)[CH:12]=[C:7]([O:6][CH2:4][CH3:5])[C:8]=1[C:36]1[CH:41]=[CH:40][C:39]([F:42])=[CH:38][CH:37]=1)[CH3:35]. Reactant: O.[OH-].[Li+].[CH2:4]([O:6][C:7]1[CH:12]=[C:11]([CH2:13][N:14]2[CH2:17][C:16]3([CH2:21][C:20]([C:22]45[CH2:28][C:25]([C:29]([O:31]C)=[O:30])([CH2:26][CH2:27]4)[CH2:24][CH2:23]5)=[N:19][O:18]3)[CH2:15]2)[CH:10]=[C:9]([O:33][CH2:34][CH3:35])[C:8]=1[C:36]1[CH:41]=[CH:40][C:39]([F:42])=[CH:38][CH:37]=1)[CH3:5]. (3) Reactant: [CH3:1][C:2]1[CH:7]=[C:6]([CH3:8])[CH:5]=[CH:4][C:3]=1[C:9]1[C:18]2[O:17][CH:16]([CH3:19])[C:15](=O)[N:14]([CH:21]([CH2:25][CH2:26][CH3:27])[CH2:22][CH2:23][CH3:24])[C:13]=2[CH:12]=[CH:11][CH:10]=1.B.O1CCCC1.Cl.[OH-].[NH4+]. Product: [CH3:1][C:2]1[CH:7]=[C:6]([CH3:8])[CH:5]=[CH:4][C:3]=1[C:9]1[C:18]2[O:17][CH:16]([CH3:19])[CH2:15][N:14]([CH:21]([CH2:22][CH2:23][CH3:24])[CH2:25][CH2:26][CH3:27])[C:13]=2[CH:12]=[CH:11][CH:10]=1. The catalyst class is: 7. (4) Reactant: [CH3:1][Si:2]([CH3:42])([CH3:41])[CH2:3][CH2:4][O:5][CH2:6][N:7]([CH2:33][O:34][CH2:35][CH2:36][Si:37]([CH3:40])([CH3:39])[CH3:38])[C:8]1[N:13]2[N:14]=[CH:15][CH:16]=[C:12]2[N:11]=[C:10]([C:17]2[CH2:24][CH:23]3[N:25]([C:26]([O:28][C:29]([CH3:32])([CH3:31])[CH3:30])=[O:27])[CH:19]([CH2:20][O:21][CH2:22]3)[CH:18]=2)[CH:9]=1.[H][H]. Product: [CH3:40][Si:37]([CH3:38])([CH3:39])[CH2:36][CH2:35][O:34][CH2:33][N:7]([CH2:6][O:5][CH2:4][CH2:3][Si:2]([CH3:1])([CH3:42])[CH3:41])[C:8]1[N:13]2[N:14]=[CH:15][CH:16]=[C:12]2[N:11]=[C:10]([CH:17]2[CH2:18][CH:19]3[N:25]([C:26]([O:28][C:29]([CH3:32])([CH3:31])[CH3:30])=[O:27])[CH:23]([CH2:22][O:21][CH2:20]3)[CH2:24]2)[CH:9]=1. The catalyst class is: 99. (5) Reactant: C[O:2][C:3]([C:5]1[S:13][C:12]2[N:7]([C:8](=[O:22])[N:9]([CH2:15][C:16]3[CH:21]=[CH:20][CH:19]=[CH:18][CH:17]=3)[C:10](=[O:14])[CH:11]=2)[CH:6]=1)=[O:4].O.[OH-].[Li+].C(OCC)(=O)C.C(O)(=O)CC(CC(O)=O)(C(O)=O)O. Product: [CH2:15]([N:9]1[C:10](=[O:14])[CH:11]=[C:12]2[S:13][C:5]([C:3]([OH:4])=[O:2])=[CH:6][N:7]2[C:8]1=[O:22])[C:16]1[CH:21]=[CH:20][CH:19]=[CH:18][CH:17]=1. The catalyst class is: 30. (6) Reactant: [Cl:1][C:2]1[CH:24]=[C:23]([Cl:25])[CH:22]=[CH:21][C:3]=1[O:4][C:5]1[C:10](/[CH:11]=[CH:12]/[C:13]([O:15][CH2:16][CH3:17])=[O:14])=[CH:9][CH:8]=[C:7]([O:18][CH2:19][CH3:20])[N:6]=1. Product: [Cl:1][C:2]1[CH:24]=[C:23]([Cl:25])[CH:22]=[CH:21][C:3]=1[O:4][C:5]1[C:10]([CH2:11][CH2:12][C:13]([O:15][CH2:16][CH3:17])=[O:14])=[CH:9][CH:8]=[C:7]([O:18][CH2:19][CH3:20])[N:6]=1. The catalyst class is: 481. (7) Reactant: C([C:3]1[CH:8]=[CH:7][C:6]([CH:9]2[CH2:14][CH2:13][CH:12]([O:15][CH3:16])[CH2:11][N:10]2[CH2:17][C:18]2[C:26]([O:27][CH3:28])=[CH:25][C:24]([CH3:29])=[C:23]3[C:19]=2[CH:20]=[CH:21][N:22]3C(OC(C)(C)C)=O)=[CH:5][CH:4]=1)#N.C[C:38]([OH:40])=[O:39]. Product: [CH3:16][O:15][CH:12]1[CH2:11][N:10]([CH2:17][C:18]2[C:26]([O:27][CH3:28])=[CH:25][C:24]([CH3:29])=[C:23]3[C:19]=2[CH:20]=[CH:21][NH:22]3)[CH:9]([C:6]2[CH:5]=[CH:4][C:3]([C:38]([OH:40])=[O:39])=[CH:8][CH:7]=2)[CH2:14][CH2:13]1. The catalyst class is: 378.